From a dataset of Forward reaction prediction with 1.9M reactions from USPTO patents (1976-2016). Predict the product of the given reaction. Given the reactants [Cl:1][C:2]1[N:3]=[C:4]([CH2:10][CH2:11][CH3:12])[C:5]([CH2:8]Cl)=[N:6][CH:7]=1.[F:13][C:14]1[CH:19]=[CH:18][CH:17]=[C:16]([C:20]2[NH:21][CH:22]=[CH:23][N:24]=2)[N:15]=1.C([O-])([O-])=O.[K+].[K+].O, predict the reaction product. The product is: [Cl:1][C:2]1[N:3]=[C:4]([CH2:10][CH2:11][CH3:12])[C:5]([CH2:8][N:24]2[CH:23]=[CH:22][N:21]=[C:20]2[C:16]2[CH:17]=[CH:18][CH:19]=[C:14]([F:13])[N:15]=2)=[N:6][CH:7]=1.